This data is from Peptide-MHC class I binding affinity with 185,985 pairs from IEDB/IMGT. The task is: Regression. Given a peptide amino acid sequence and an MHC pseudo amino acid sequence, predict their binding affinity value. This is MHC class I binding data. (1) The peptide sequence is MMMGMFNML. The MHC is HLA-B27:05 with pseudo-sequence HLA-B27:05. The binding affinity (normalized) is 0.0847. (2) The peptide sequence is YHGEAMAIG. The MHC is HLA-B15:01 with pseudo-sequence HLA-B15:01. The binding affinity (normalized) is 0.0847. (3) The peptide sequence is FTFDNSKFV. The MHC is HLA-B08:01 with pseudo-sequence HLA-B08:01. The binding affinity (normalized) is 0.0847. (4) The peptide sequence is TLYCVHQGI. The MHC is HLA-B35:01 with pseudo-sequence HLA-B35:01. The binding affinity (normalized) is 0. (5) The binding affinity (normalized) is 0. The peptide sequence is TESESRLVNQI. The MHC is Mamu-B17 with pseudo-sequence Mamu-B17. (6) The peptide sequence is TQSPVSVGF. The MHC is HLA-A80:01 with pseudo-sequence HLA-A80:01. The binding affinity (normalized) is 0.0847.